This data is from Forward reaction prediction with 1.9M reactions from USPTO patents (1976-2016). The task is: Predict the product of the given reaction. Given the reactants S(Cl)([Cl:3])=O.[F:5][C:6]1[CH:11]=[CH:10][C:9]([O:12][CH3:13])=[CH:8][C:7]=1[C:14]1[CH:19]=[CH:18][C:17]([CH2:20]O)=[CH:16][C:15]=1[CH2:22][N:23]1[CH2:28][CH2:27][CH2:26][CH2:25][CH2:24]1, predict the reaction product. The product is: [Cl:3][CH2:20][C:17]1[CH:18]=[CH:19][C:14]([C:7]2[CH:8]=[C:9]([O:12][CH3:13])[CH:10]=[CH:11][C:6]=2[F:5])=[C:15]([CH2:22][N:23]2[CH2:28][CH2:27][CH2:26][CH2:25][CH2:24]2)[CH:16]=1.